This data is from Full USPTO retrosynthesis dataset with 1.9M reactions from patents (1976-2016). The task is: Predict the reactants needed to synthesize the given product. (1) Given the product [CH2:1]([N:8]1[C:16]2[C:11](=[CH:12][C:13]([NH:17][C:19]3[N:28]=[CH:27][C:26]([CH:29]4[CH2:33][CH2:32][CH2:31][CH2:30]4)=[CH:25][C:20]=3[C:21]([O:23][CH3:24])=[O:22])=[CH:14][CH:15]=2)[CH:10]=[CH:9]1)[C:2]1[CH:3]=[CH:4][CH:5]=[CH:6][CH:7]=1, predict the reactants needed to synthesize it. The reactants are: [CH2:1]([N:8]1[C:16]2[C:11](=[CH:12][C:13]([NH2:17])=[CH:14][CH:15]=2)[CH:10]=[CH:9]1)[C:2]1[CH:7]=[CH:6][CH:5]=[CH:4][CH:3]=1.Cl[C:19]1[N:28]=[CH:27][C:26]([CH:29]2[CH2:33][CH2:32][CH2:31][CH2:30]2)=[CH:25][C:20]=1[C:21]([O:23][CH3:24])=[O:22].C(=O)([O-])[O-].[Cs+].[Cs+].C(OCCCC)(=O)C. (2) The reactants are: Cl.[CH3:2][O:3][C:4]([C:6]1[C:10]([NH2:11])=[CH:9][S:8][CH:7]=1)=[O:5].C(N(CC)CC)C.[Cl:19][C:20]1[CH:32]=[CH:31][CH:30]=[CH:29][C:21]=1[O:22][CH2:23][CH2:24][CH2:25][C:26](Cl)=[O:27]. Given the product [CH3:2][O:3][C:4]([C:6]1[C:10]([NH:11][C:26](=[O:27])[CH2:25][CH2:24][CH2:23][O:22][C:21]2[CH:29]=[CH:30][CH:31]=[CH:32][C:20]=2[Cl:19])=[CH:9][S:8][CH:7]=1)=[O:5], predict the reactants needed to synthesize it. (3) Given the product [C:19]([O:18][C:16](=[O:17])[NH:15][CH2:14][CH2:13][CH2:12][C@H:11]([NH:23][C:24]([O:26][C:27]([CH3:30])([CH3:29])[CH3:28])=[O:25])[CH2:10][N:1]=[N+:2]=[N-:3])([CH3:22])([CH3:20])[CH3:21], predict the reactants needed to synthesize it. The reactants are: [N-:1]=[N+:2]=[N-:3].[Na+].CS(O[CH2:10][C@@H:11]([NH:23][C:24]([O:26][C:27]([CH3:30])([CH3:29])[CH3:28])=[O:25])[CH2:12][CH2:13][CH2:14][NH:15][C:16]([O:18][C:19]([CH3:22])([CH3:21])[CH3:20])=[O:17])(=O)=O. (4) The reactants are: [CH3:1][O:2][C:3]1[CH:8]=[CH:7][C:6]([C:9]([O:11][CH3:12])=[O:10])=[CH:5][C:4]=1[OH:13].C(=O)([O-])[O-].[Cs+].[Cs+].CS(O[CH2:25][CH:26]1[CH2:31][CH2:30][N:29]([C:32]([O:34][C:35]([CH3:38])([CH3:37])[CH3:36])=[O:33])[CH2:28][CH2:27]1)(=O)=O.O. Given the product [CH3:1][O:2][C:3]1[CH:8]=[CH:7][C:6]([C:9]([O:11][CH3:12])=[O:10])=[CH:5][C:4]=1[O:13][CH2:25][CH:26]1[CH2:31][CH2:30][N:29]([C:32]([O:34][C:35]([CH3:36])([CH3:38])[CH3:37])=[O:33])[CH2:28][CH2:27]1, predict the reactants needed to synthesize it.